Dataset: Ames mutagenicity test results for genotoxicity prediction. Task: Regression/Classification. Given a drug SMILES string, predict its toxicity properties. Task type varies by dataset: regression for continuous values (e.g., LD50, hERG inhibition percentage) or binary classification for toxic/non-toxic outcomes (e.g., AMES mutagenicity, cardiotoxicity, hepatotoxicity). Dataset: ames. (1) The drug is C[n+]1cccc(C(=O)O)c1. The result is 0 (non-mutagenic). (2) The result is 1 (mutagenic). The compound is CCCCON(OC(C)=O)C(=O)c1ccc(-c2ccccc2)cc1. (3) The drug is O=NSCCO. The result is 1 (mutagenic).